This data is from Full USPTO retrosynthesis dataset with 1.9M reactions from patents (1976-2016). The task is: Predict the reactants needed to synthesize the given product. (1) Given the product [C:10]([C:14]1[CH:15]=[CH:16][C:17]2[N+:22]([O-:23])=[N:21][C:20]([NH:9][CH2:8][CH2:7][N:1]3[CH2:6][CH2:5][CH2:4][CH2:3][CH2:2]3)=[N:19][C:18]=2[CH:25]=1)([CH3:13])([CH3:11])[CH3:12], predict the reactants needed to synthesize it. The reactants are: [N:1]1([CH2:7][CH2:8][NH2:9])[CH2:6][CH2:5][CH2:4][CH2:3][CH2:2]1.[C:10]([C:14]1[CH:15]=[CH:16][C:17]2[N+:22]([O-:23])=[N:21][C:20](Cl)=[N:19][C:18]=2[CH:25]=1)([CH3:13])([CH3:12])[CH3:11]. (2) Given the product [Br:23][CH2:1][C:2]1[N:3]=[CH:4][C:5]([NH:8][C:9](=[O:15])[O:10][C:11]([CH3:12])([CH3:14])[CH3:13])=[N:6][CH:7]=1, predict the reactants needed to synthesize it. The reactants are: [CH3:1][C:2]1[N:3]=[CH:4][C:5]([NH:8][C:9](=[O:15])[O:10][C:11]([CH3:14])([CH3:13])[CH3:12])=[N:6][CH:7]=1.C1C(=O)N([Br:23])C(=O)C1.